The task is: Predict which catalyst facilitates the given reaction.. This data is from Catalyst prediction with 721,799 reactions and 888 catalyst types from USPTO. Reactant: [CH3:1][O:2][C:3]1[CH:4]=[C:5]([S:11]([NH:14][CH2:15][CH2:16][NH:17][S:18]([C:21]2[CH:26]=[CH:25][C:24]([O:27][CH3:28])=[C:23](C)[CH:22]=2)(=[O:20])=[O:19])(=[O:13])=[O:12])[CH:6]=[CH:7][C:8]=1[O:9][CH3:10].[CH2:30](N(CC)CC)C.[C:37](Cl)(=[O:41])[C:38](Cl)=[O:39].[OH2:43]. The catalyst class is: 2. Product: [CH3:30][O:43][C:25]1[CH:26]=[C:21]([S:18]([N:17]2[CH2:16][CH2:15][N:14]([S:11]([C:5]3[CH:6]=[CH:7][C:8]([O:9][CH3:10])=[C:3]([O:2][CH3:1])[CH:4]=3)(=[O:13])=[O:12])[C:38](=[O:39])[C:37]2=[O:41])(=[O:20])=[O:19])[CH:22]=[CH:23][C:24]=1[O:27][CH3:28].